The task is: Predict which catalyst facilitates the given reaction.. This data is from Catalyst prediction with 721,799 reactions and 888 catalyst types from USPTO. (1) Reactant: [CH3:1][O:2][C:3]1[CH:10]=[CH:9][C:6]([CH2:7]Br)=[CH:5][CH:4]=1.[Cl:11][C:12]1[C:13]([OH:21])=[N:14][CH:15]=[C:16]([N+:18]([O-:20])=[O:19])[CH:17]=1.C([O-])([O-])=O.[K+].[K+]. Product: [Cl:11][C:12]1[C:13](=[O:21])[N:14]([CH2:7][C:6]2[CH:9]=[CH:10][C:3]([O:2][CH3:1])=[CH:4][CH:5]=2)[CH:15]=[C:16]([N+:18]([O-:20])=[O:19])[CH:17]=1. The catalyst class is: 3. (2) Reactant: FC(F)(F)C(O)=O.[NH2:8][C:9]1[N:13]([CH3:14])[C:12](=[O:15])[C:11]([C:24]2[CH:29]=[CH:28][CH:27]=[C:26]([Br:30])[CH:25]=2)([C:16]2[CH:21]=[CH:20][CH:19]=[C:18]([O:22]C)[CH:17]=2)[N:10]=1.B(Br)(Br)Br. Product: [NH2:8][C:9]1[N:13]([CH3:14])[C:12](=[O:15])[C:11]([C:24]2[CH:29]=[CH:28][CH:27]=[C:26]([Br:30])[CH:25]=2)([C:16]2[CH:21]=[CH:20][CH:19]=[C:18]([OH:22])[CH:17]=2)[N:10]=1. The catalyst class is: 74. (3) Reactant: [CH3:1][N:2]([CH3:21])[CH2:3][CH2:4][CH2:5][N:6]([CH3:20])[C:7]1[CH:12]=[CH:11][C:10]([C:13]([F:16])([F:15])[F:14])=[CH:9][C:8]=1[N+:17]([O-])=O. Product: [CH3:21][N:2]([CH3:1])[CH2:3][CH2:4][CH2:5][N:6]([CH3:20])[C:7]1[C:8]([NH2:17])=[CH:9][C:10]([C:13]([F:16])([F:14])[F:15])=[CH:11][CH:12]=1. The catalyst class is: 19. (4) Reactant: [OH-].[Na+].[CH2:3]([NH:6][C:7](=[O:29])[NH:8][C:9]1[S:10][C:11]2[C:16]([N:17]=1)=[CH:15][C:14]([C:18]1[CH:19]=[N:20][CH:21]=[C:22]([CH:28]=1)[C:23]([O:25]CC)=[O:24])=[CH:13][N:12]=2)[CH:4]=[CH2:5]. Product: [CH2:3]([NH:6][C:7](=[O:29])[NH:8][C:9]1[S:10][C:11]2[C:16]([N:17]=1)=[CH:15][C:14]([C:18]1[CH:19]=[N:20][CH:21]=[C:22]([CH:28]=1)[C:23]([OH:25])=[O:24])=[CH:13][N:12]=2)[CH:4]=[CH2:5]. The catalyst class is: 72. (5) Reactant: [CH2:1]([N:4]1[C:12]2[CH2:11][CH2:10][N:9]([C:13](=[O:22])[CH2:14][O:15][C:16]3[CH:21]=[CH:20][CH:19]=[CH:18][CH:17]=3)[CH2:8][C:7]=2[C:6]([C:23]2[CH:28]=[CH:27][CH:26]=[CH:25][CH:24]=2)=[N:5]1)[CH:2]=[CH2:3]. Product: [O:15]([CH2:14][C:13]([N:9]1[CH2:10][CH2:11][C:12]2[N:4]([CH2:1][CH2:2][CH3:3])[N:5]=[C:6]([C:23]3[CH:28]=[CH:27][CH:26]=[CH:25][CH:24]=3)[C:7]=2[CH2:8]1)=[O:22])[C:16]1[CH:21]=[CH:20][CH:19]=[CH:18][CH:17]=1. The catalyst class is: 19.